Dataset: Peptide-MHC class II binding affinity with 134,281 pairs from IEDB. Task: Regression. Given a peptide amino acid sequence and an MHC pseudo amino acid sequence, predict their binding affinity value. This is MHC class II binding data. (1) The peptide sequence is EDPEDSALLEDP. The MHC is DRB1_0301 with pseudo-sequence DRB1_0301. The binding affinity (normalized) is 0. (2) The peptide sequence is GNIVAVDIKPKDSDE. The MHC is HLA-DPA10201-DPB10501 with pseudo-sequence HLA-DPA10201-DPB10501. The binding affinity (normalized) is 0.140. (3) The peptide sequence is ATAANAAPANDKFTV. The MHC is DRB1_0301 with pseudo-sequence DRB1_0301. The binding affinity (normalized) is 0.